Task: Predict the reactants needed to synthesize the given product.. Dataset: Full USPTO retrosynthesis dataset with 1.9M reactions from patents (1976-2016) The reactants are: Cl[C:2]1[CH:9]=[CH:8][C:5]([C:6]#[N:7])=[C:4](OC2C=CC=C(C=O)C=2OCCO)[CH:3]=1.CN.C([BH3-])#N.[Na+].[C:29]([OH:36])(=[O:35])/[CH:30]=[CH:31]/[C:32]([OH:34])=[O:33]. Given the product [C:29]([OH:36])(=[O:35])/[CH:30]=[CH:31]/[C:32]([OH:34])=[O:33].[C:6](#[N:7])[C:5]1[CH:8]=[CH:9][CH:2]=[CH:3][CH:4]=1, predict the reactants needed to synthesize it.